The task is: Predict the reaction yield, written as a fraction of the theoretical maximum amount of product (1.0 means a 100% yield; for example, 0.34 means a 34% yield).. This data is from Reaction yield outcomes from USPTO patents with 853,638 reactions. The reactants are O.[OH-].[Na+].[C:4]1([C:6](=[CH:8][CH:9]=[CH:10][CH:11]=1)[OH:7])[OH:5].Cl[CH2:13][CH2:14][OH:15].[CH2:16]([OH:20])[CH2:17]CC. No catalyst specified. The product is [C:6]1([O:7][CH2:17][CH2:16][OH:20])[CH:8]=[CH:9][CH:10]=[CH:11][C:4]=1[O:5][CH2:13][CH2:14][OH:15]. The yield is 0.610.